This data is from Forward reaction prediction with 1.9M reactions from USPTO patents (1976-2016). The task is: Predict the product of the given reaction. (1) Given the reactants Cl[C:2]1[N:7]=[C:6]([O:8][CH3:9])[N:5]=[C:4]([NH:10][NH:11][C:12](=[O:32])[C@H:13]([CH2:26][CH:27]2[CH2:31][CH2:30][CH2:29][CH2:28]2)[CH2:14][N:15]([O:18][CH2:19][C:20]2[CH:25]=[CH:24][CH:23]=[CH:22][CH:21]=2)[CH:16]=[O:17])[C:3]=1[F:33].Cl.[NH2:35][C@@H:36]([CH2:42][CH3:43])[C:37]([N:39]([CH3:41])[CH3:40])=[O:38].C(N(C(C)C)CC)(C)C, predict the reaction product. The product is: [CH:27]1([CH2:26][C@H:13]([CH2:14][N:15]([CH:16]=[O:17])[O:18][CH2:19][C:20]2[CH:25]=[CH:24][CH:23]=[CH:22][CH:21]=2)[C:12]([NH:11][NH:10][C:4]2[N:5]=[C:6]([O:8][CH3:9])[N:7]=[C:2]([NH:35][C@@H:36]([CH2:42][CH3:43])[C:37]([N:39]([CH3:41])[CH3:40])=[O:38])[C:3]=2[F:33])=[O:32])[CH2:31][CH2:30][CH2:29][CH2:28]1. (2) Given the reactants CC1C2C(=O)CCC=2N(S([C:13]2[CH:19]=[CH:18][C:16](C)=[CH:15][CH:14]=2)(=O)=O)C=1C(O)=O.O=[C:25]1[C:32]2[CH:31]=[C:30]([C:33]([O:35][CH3:36])=[O:34])[NH:29][C:28]=2[CH2:27][CH2:26]1.BrC1C=C(C=CC=1)C[Mg]Br.Br[C:48]1[CH:49]=[C:50]([CH:74]=[CH:75][CH:76]=1)/[CH:51]=[C:52]1\[CH2:53][CH2:54][C:55]2[N:56]([S:64]([C:67]3[CH:73]=[CH:72][C:70]([CH3:71])=[CH:69][CH:68]=3)(=[O:66])=[O:65])[C:57]([C:60]([O:62][CH3:63])=[O:61])=[CH:58][C:59]\1=2.C1(B(O)O)C=CC=CC=1, predict the reaction product. The product is: [C:51]1([C:50]2[CH:49]=[CH:48][CH:76]=[CH:75][CH:74]=2)[CH:60]=[CH:57][CH:58]=[C:59]([CH2:55][CH:25]2[C:32]3[CH:31]=[C:30]([C:33]([O:35][CH3:36])=[O:34])[NH:29][C:28]=3[CH2:27][CH2:26]2)[CH:52]=1.[C:48]1([C:13]2[CH:19]=[CH:18][CH:16]=[CH:15][CH:14]=2)[CH:76]=[CH:75][CH:74]=[C:50](/[CH:51]=[C:52]2\[CH2:53][CH2:54][C:55]3[N:56]([S:64]([C:67]4[CH:73]=[CH:72][C:70]([CH3:71])=[CH:69][CH:68]=4)(=[O:65])=[O:66])[C:57]([C:60]([O:62][CH3:63])=[O:61])=[CH:58][C:59]\2=3)[CH:49]=1. (3) Given the reactants Cl.Cl.Cl.Cl.[NH2:5][CH2:6][CH2:7][CH2:8][NH:9][CH2:10][CH2:11][CH2:12][CH2:13][NH:14][CH2:15][CH2:16][CH2:17][NH2:18].[OH-:19].[Na+].[C:21]1([CH3:31])[CH:26]=[CH:25][C:24]([S:27](Cl)(=[O:29])=[O:28])=[CH:23][CH:22]=1, predict the reaction product. The product is: [S:27]([C:17]([S:27]([C:24]1[CH:25]=[CH:26][C:21]([CH3:31])=[CH:22][CH:23]=1)(=[O:29])=[O:28])([CH2:16][CH2:15][NH:14][CH2:13][CH2:12][CH2:11][CH2:10][NH:9][CH2:8][CH2:7][CH2:6][NH2:5])[N:18]([S:27]([C:24]1[CH:25]=[CH:26][C:21]([CH3:31])=[CH:22][CH:23]=1)(=[O:29])=[O:28])[S:27]([C:24]1[CH:25]=[CH:26][C:21]([CH3:31])=[CH:22][CH:23]=1)(=[O:28])=[O:19])([C:24]1[CH:25]=[CH:26][C:21]([CH3:31])=[CH:22][CH:23]=1)(=[O:29])=[O:28].